This data is from Forward reaction prediction with 1.9M reactions from USPTO patents (1976-2016). The task is: Predict the product of the given reaction. (1) Given the reactants [NH2:1][C:2]1[N:7]=[C:6]([CH2:8][C:9]2[C:14]([Cl:15])=[CH:13][CH:12]=[CH:11][C:10]=2[Cl:16])[N:5]=[C:4]([NH:17][C:18]2[CH:25]=[CH:24][C:21]([C:22]#[N:23])=[CH:20][CH:19]=2)[N:3]=1.[H-].[Na+].[N:28]([CH:31]([CH3:33])[CH3:32])=[C:29]=[O:30], predict the reaction product. The product is: [C:22]([C:21]1[CH:20]=[CH:19][C:18]([NH:17][C:4]2[N:5]=[C:6]([CH2:8][C:9]3[C:14]([Cl:15])=[CH:13][CH:12]=[CH:11][C:10]=3[Cl:16])[N:7]=[C:2]([NH:1][C:29]([NH:28][CH:31]([CH3:33])[CH3:32])=[O:30])[N:3]=2)=[CH:25][CH:24]=1)#[N:23]. (2) Given the reactants [N+:1]([C:4]1[CH:5]=[C:6]([CH:10]=[CH:11][C:12]=1[O:13][C:14]([F:17])([F:16])[F:15])[C:7]([OH:9])=[O:8])([O-:3])=[O:2].[CH3:18]O, predict the reaction product. The product is: [N+:1]([C:4]1[CH:5]=[C:6]([CH:10]=[CH:11][C:12]=1[O:13][C:14]([F:15])([F:16])[F:17])[C:7]([O:9][CH3:18])=[O:8])([O-:3])=[O:2]. (3) Given the reactants [C:1]([Si:5]([CH3:8])([CH3:7])Cl)([CH3:4])([CH3:3])[CH3:2].[NH2:9][C:10]1[CH:31]=[C:30]([CH2:32][N:33]2[CH2:37][CH2:36][C@@H:35]([OH:38])[CH2:34]2)[C:29]([Br:39])=[CH:28][C:11]=1[C:12]([NH:14][CH2:15][C:16]1[CH:21]=[C:20]([Cl:22])[CH:19]=[CH:18][C:17]=1[S:23]([CH2:26][CH3:27])(=[O:25])=[O:24])=[O:13].N1C=CN=C1.O, predict the reaction product. The product is: [NH2:9][C:10]1[CH:31]=[C:30]([CH2:32][N:33]2[CH2:37][CH2:36][C@@H:35]([O:38][Si:5]([C:1]([CH3:4])([CH3:3])[CH3:2])([CH3:8])[CH3:7])[CH2:34]2)[C:29]([Br:39])=[CH:28][C:11]=1[C:12]([NH:14][CH2:15][C:16]1[CH:21]=[C:20]([Cl:22])[CH:19]=[CH:18][C:17]=1[S:23]([CH2:26][CH3:27])(=[O:25])=[O:24])=[O:13]. (4) Given the reactants [Br:1][C:2]1[CH:3]=[C:4]([NH:11][C:12]2[N:17]=[C:16]([C:18]([F:21])([F:20])[F:19])[CH:15]=[CH:14][N:13]=2)[CH:5]=[C:6]([N+:8]([O-])=O)[CH:7]=1.[NH4+].[Cl-], predict the reaction product. The product is: [Br:1][C:2]1[CH:7]=[C:6]([NH2:8])[CH:5]=[C:4]([NH:11][C:12]2[N:17]=[C:16]([C:18]([F:20])([F:21])[F:19])[CH:15]=[CH:14][N:13]=2)[CH:3]=1. (5) Given the reactants [CH2:1]([O:3][CH:4]([O:15][CH2:16][CH3:17])[CH2:5][NH:6][CH2:7][C:8]1[CH:13]=[CH:12][CH:11]=[C:10]([F:14])[N:9]=1)[CH3:2].[C:18]([O:22][C:23]1[CH:28]=[CH:27][C:26]([CH2:29][C@H:30]([NH:34][C:35]([O:37][CH2:38][CH:39]2[C:51]3[CH:50]=[CH:49][CH:48]=[CH:47][C:46]=3[C:45]3[C:40]2=[CH:41][CH:42]=[CH:43][CH:44]=3)=[O:36])[C:31](O)=[O:32])=[CH:25][CH:24]=1)([CH3:21])([CH3:20])[CH3:19].C(N(CC)CC)C.CN(C(ON1N=NC2C=CC=NC1=2)=[N+](C)C)C.F[P-](F)(F)(F)(F)F, predict the reaction product. The product is: [C:18]([O:22][C:23]1[CH:24]=[CH:25][C:26]([CH2:29][C@H:30]([NH:34][C:35](=[O:36])[O:37][CH2:38][CH:39]2[C:51]3[CH:50]=[CH:49][CH:48]=[CH:47][C:46]=3[C:45]3[C:40]2=[CH:41][CH:42]=[CH:43][CH:44]=3)[C:31](=[O:32])[N:6]([CH2:5][CH:4]([O:15][CH2:16][CH3:17])[O:3][CH2:1][CH3:2])[CH2:7][C:8]2[CH:13]=[CH:12][CH:11]=[C:10]([F:14])[N:9]=2)=[CH:27][CH:28]=1)([CH3:21])([CH3:19])[CH3:20]. (6) Given the reactants [Br:1][C:2]1[CH:6]=[CH:5][S:4][C:3]=1[C:7](=[N:9]O)[NH2:8].Br[C:12]1[CH:16]=[CH:15]S[C:13]=1[C:17]#N.[ClH:19].NO.[CH2:22]([OH:24])[CH3:23], predict the reaction product. The product is: [Br:1][C:2]1[CH:6]=[CH:5][S:4][C:3]=1[C:7]1[N:9]=[C:22]([C:23]2[CH:15]=[CH:16][C:12]([Cl:19])=[CH:13][CH:17]=2)[O:24][N:8]=1. (7) Given the reactants [Cl:1][C:2]1[CH:8]=[C:7]([O:9][C:10]2[C:19]3[C:14](=[CH:15][C:16]([O:22][CH3:23])=[C:17]([O:20][CH3:21])[CH:18]=3)[N:13]=[CH:12][N:11]=2)[CH:6]=[CH:5][C:3]=1[NH2:4].[C:24]1(C)C=CC=CC=1.C(N([CH2:36][CH3:37])CC)C.Cl[C:39](Cl)([O:41][C:42](=[O:48])OC(Cl)(Cl)Cl)Cl.[Br:50][C:51](O)([CH3:58])[C:52]1C=CC=C[CH:53]=1, predict the reaction product. The product is: [Cl:1][C:2]1[CH:8]=[C:7]([O:9][C:10]2[C:19]3[C:14](=[CH:15][C:16]([O:22][CH3:23])=[C:17]([O:20][CH3:21])[CH:18]=3)[N:13]=[CH:12][N:11]=2)[CH:6]=[CH:5][C:3]=1[NH:4][C:42](=[O:48])[O:41][CH:39]([C:37]1[CH:36]=[CH:53][CH:52]=[C:51]([Br:50])[CH:58]=1)[CH3:24].